This data is from Forward reaction prediction with 1.9M reactions from USPTO patents (1976-2016). The task is: Predict the product of the given reaction. (1) Given the reactants C[O:2][C:3]1[CH:8]=[CH:7][C:6]([C:9]2[CH:14]=[CH:13][C:12]([C:15]#[N:16])=[CH:11][C:10]=2[CH3:17])=[CH:5][CH:4]=1.B(Br)(Br)Br, predict the reaction product. The product is: [OH:2][C:3]1[CH:4]=[CH:5][C:6]([C:9]2[CH:14]=[CH:13][C:12]([C:15]#[N:16])=[CH:11][C:10]=2[CH3:17])=[CH:7][CH:8]=1. (2) Given the reactants [N:1]1([C:7](Cl)=[O:8])[CH2:6][CH2:5][CH2:4][CH2:3][CH2:2]1.[N:10]1[CH:11]=[CH:12][N:13]2[CH:18]=[CH:17][C:16]([CH2:19][NH:20][C:21](=[O:34])[C:22]3[CH:27]=[CH:26][C:25]([CH:28]4[CH2:33][CH2:32][NH:31][CH2:30][CH2:29]4)=[CH:24][CH:23]=3)=[CH:15][C:14]=12.C(N(CC)CC)C, predict the reaction product. The product is: [N:10]1[CH:11]=[CH:12][N:13]2[CH:18]=[CH:17][C:16]([CH2:19][NH:20][C:21](=[O:34])[C:22]3[CH:23]=[CH:24][C:25]([CH:28]4[CH2:33][CH2:32][N:31]([C:7]([N:1]5[CH2:6][CH2:5][CH2:4][CH2:3][CH2:2]5)=[O:8])[CH2:30][CH2:29]4)=[CH:26][CH:27]=3)=[CH:15][C:14]=12.